From a dataset of Forward reaction prediction with 1.9M reactions from USPTO patents (1976-2016). Predict the product of the given reaction. (1) Given the reactants [Br:1][C:2]1[CH:7]=[CH:6][C:5]([C:8](=[O:10])[CH3:9])=[C:4]([OH:11])[CH:3]=1.[N:12]1[CH:17]=[CH:16][CH:15]=[CH:14][C:13]=1[CH:18]=O.[OH-].[K+], predict the reaction product. The product is: [Br:1][C:2]1[CH:7]=[CH:6][C:5]([C:8](=[O:10])/[CH:9]=[CH:18]/[C:13]2[CH:14]=[CH:15][CH:16]=[CH:17][N:12]=2)=[C:4]([OH:11])[CH:3]=1. (2) Given the reactants C(=O)(O)[O-].[Na+].Cl.[NH2:7][CH2:8][CH2:9][SH:10].[C:11]([O:15][C:16]([N:18]1[CH2:22][CH2:21][CH2:20][C@H:19]1[C:23](F)=[O:24])=[O:17])([CH3:14])([CH3:13])[CH3:12], predict the reaction product. The product is: [C:11]([O:15][C:16]([N:18]1[CH2:22][CH2:21][CH2:20][C@H:19]1[C:23](=[O:24])[NH:7][CH2:8][CH2:9][SH:10])=[O:17])([CH3:14])([CH3:13])[CH3:12]. (3) Given the reactants [N-:1]=[N+:2]=[N-:3].[Na+].C(#N)C.[Si](Cl)(Cl)(Cl)Cl.C(Cl)Cl.[C:16]([C:18]1[C:19]([C:32]2[CH:37]=[CH:36][C:35]([Cl:38])=[CH:34][C:33]=2[Cl:39])=[C:20]([C:29]([NH2:31])=O)[S:21][C:22]=1[N:23]1[CH2:28][CH2:27][O:26][CH2:25][CH2:24]1)#[N:17], predict the reaction product. The product is: [Cl:39][C:33]1[CH:34]=[C:35]([Cl:38])[CH:36]=[CH:37][C:32]=1[C:19]1[C:18]([C:16]#[N:17])=[C:22]([N:23]2[CH2:28][CH2:27][O:26][CH2:25][CH2:24]2)[S:21][C:20]=1[C:29]1[NH:31][N:3]=[N:2][N:1]=1. (4) Given the reactants [CH3:1][N:2]([CH3:8])[C:3](=[O:7])[C:4]([OH:6])=O.[C:9](Cl)(=[O:13])[C:10](Cl)=[O:11].[CH2:15]([NH:17][C:18]12[CH2:26][CH2:25][CH:22]([CH2:23][CH2:24]1)[CH2:21][N:20]1C(=O)C(OC(C3C=CC=CC=3)=O)=[C:29]([C:31]([O:33]CC)=O)[N:30]=[C:19]21)[CH3:16].C(N(C(C)C)CC)(C)C.C([O-])(O)=O.[Na+].CNC.[F:63][C:64]1[CH:69]=[CH:68][C:67]([CH2:70][NH2:71])=[CH:66][CH:65]=1.C(N(CC)CC)C, predict the reaction product. The product is: [CH3:16][CH2:15][N:17]([C:18]12[C:19]3=[N:30][C:29]([C:31]([NH:71][CH2:70][C:67]4[CH:68]=[CH:69][C:64]([F:63])=[CH:65][CH:66]=4)=[O:33])=[C:9]([OH:13])[C:10](=[O:11])[N:20]3[CH2:21][CH:22]([CH2:23][CH2:24]1)[CH2:25][CH2:26]2)[C:4]([C:3]([N:2]([CH3:8])[CH3:1])=[O:7])=[O:6]. (5) Given the reactants O1CCOCC1.C([C:11]1[C:12](Cl)=[N:13][CH:14]=[C:15]([Cl:34])[C:16]=1[CH:17]([S:26][C:27]1[CH:32]=[CH:31][C:30]([Cl:33])=[CH:29][CH:28]=1)[C:18]1[CH:23]=[C:22]([F:24])[CH:21]=[CH:20][C:19]=1[F:25])(C)(C)C.[C:36]([O:40][C:41](=[O:50])[NH:42][CH2:43][CH:44]1[O:49][CH2:48][CH2:47][NH:46][CH2:45]1)([CH3:39])([CH3:38])[CH3:37], predict the reaction product. The product is: [C:36]([O:40][C:41](=[O:50])[NH:42][CH2:43][CH:44]1[O:49][CH2:48][CH2:47][N:46]([C:12]2[CH:11]=[C:16]([CH:17]([S:26][C:27]3[CH:28]=[CH:29][C:30]([Cl:33])=[CH:31][CH:32]=3)[C:18]3[CH:23]=[C:22]([F:24])[CH:21]=[CH:20][C:19]=3[F:25])[C:15]([Cl:34])=[CH:14][N:13]=2)[CH2:45]1)([CH3:39])([CH3:37])[CH3:38]. (6) Given the reactants [F:1][C:2]1[CH:7]=[CH:6][C:5]([S:8](Cl)(=[O:10])=[O:9])=[C:4]([CH2:12][C@H:13]2[CH2:17][CH2:16][N:15]([C:18](=[O:23])[C:19]([F:22])([F:21])[F:20])[CH2:14]2)[CH:3]=1.[NH2:24][C:25]1[C:34]([C:35]([O:37][CH3:38])=[O:36])=[C:33]2[C:28]([C@H:29]3[CH2:39][C@H:30]3[CH2:31][O:32]2)=[CH:27][CH:26]=1, predict the reaction product. The product is: [F:1][C:2]1[CH:7]=[CH:6][C:5]([S:8]([NH:24][C:25]2[C:34]([C:35]([O:37][CH3:38])=[O:36])=[C:33]3[C:28]([C@H:29]4[CH2:39][C@H:30]4[CH2:31][O:32]3)=[CH:27][CH:26]=2)(=[O:10])=[O:9])=[C:4]([CH2:12][C@H:13]2[CH2:17][CH2:16][N:15]([C:18](=[O:23])[C:19]([F:22])([F:21])[F:20])[CH2:14]2)[CH:3]=1. (7) Given the reactants [Cl:1][C:2]1[N:7]=[C:6]([Cl:8])[C:5]([C:9](Cl)=[O:10])=[CH:4][N:3]=1.[F:12][C:13]1[CH:18]=[CH:17][C:16]([CH2:19][NH2:20])=[CH:15][CH:14]=1.CCN(C(C)C)C(C)C, predict the reaction product. The product is: [Cl:1][C:2]1[N:7]=[C:6]([Cl:8])[C:5]([C:9]([NH:20][CH2:19][C:16]2[CH:17]=[CH:18][C:13]([F:12])=[CH:14][CH:15]=2)=[O:10])=[CH:4][N:3]=1. (8) Given the reactants [C:1]1([C:8]2[CH:13]=[CH:12][CH:11]=[CH:10][CH:9]=2)[CH:6]=[CH:5][C:4]([OH:7])=[CH:3][CH:2]=1.Br[CH2:15][C:16]([O:18][CH2:19][CH3:20])=[O:17].C(=O)([O-])[O-].[K+].[K+], predict the reaction product. The product is: [C:1]1([C:8]2[CH:13]=[CH:12][CH:11]=[CH:10][CH:9]=2)[CH:2]=[CH:3][C:4]([O:7][CH2:15][C:16]([O:18][CH2:19][CH3:20])=[O:17])=[CH:5][CH:6]=1. (9) Given the reactants Cl.Cl.[N:3]1([CH2:9][CH2:10][CH2:11][O:12][C:13]2[CH:14]=[C:15]3[C:20](=[CH:21][CH:22]=2)[CH2:19][NH:18][CH2:17][CH2:16]3)[CH2:8][CH2:7][CH2:6][CH2:5][CH2:4]1.[CH:23](=O)[CH3:24], predict the reaction product. The product is: [CH2:23]([N:18]1[CH2:17][CH2:16][C:15]2[C:20](=[CH:21][CH:22]=[C:13]([O:12][CH2:11][CH2:10][CH2:9][N:3]3[CH2:8][CH2:7][CH2:6][CH2:5][CH2:4]3)[CH:14]=2)[CH2:19]1)[CH3:24]. (10) Given the reactants [O:1]=[C:2]1[C:10]2[C:5](=[CH:6][CH:7]=[C:8]([C:11]#[N:12])[CH:9]=2)[CH2:4][NH:3]1.C[C@@H](C1C=CC2[C@@H]3[C@@H]4O[C@@H]4[C@]4(O)[C@](C)(C(C=CC4)=O)[C@H]3CCC=2C=1)/C=C/C(C)=O.[CH3:42][C:43]([O:46][C:47](O[C:47]([O:46][C:43]([CH3:45])([CH3:44])[CH3:42])=[O:48])=[O:48])([CH3:45])[CH3:44].[BH4-].[Na+], predict the reaction product. The product is: [O:1]=[C:2]1[C:10]2[C:5](=[CH:6][CH:7]=[C:8]([CH2:11][NH:12][C:47](=[O:48])[O:46][C:43]([CH3:45])([CH3:44])[CH3:42])[CH:9]=2)[CH2:4][NH:3]1.